This data is from NCI-60 drug combinations with 297,098 pairs across 59 cell lines. The task is: Regression. Given two drug SMILES strings and cell line genomic features, predict the synergy score measuring deviation from expected non-interaction effect. (1) Drug 1: C1CN(CCN1C(=O)CCBr)C(=O)CCBr. Drug 2: C(CN)CNCCSP(=O)(O)O. Cell line: HT29. Synergy scores: CSS=24.5, Synergy_ZIP=-3.39, Synergy_Bliss=0.887, Synergy_Loewe=-15.7, Synergy_HSA=-1.25. (2) Drug 1: C1=NC2=C(N1)C(=S)N=C(N2)N. Drug 2: CN(CC1=CN=C2C(=N1)C(=NC(=N2)N)N)C3=CC=C(C=C3)C(=O)NC(CCC(=O)O)C(=O)O. Cell line: SF-539. Synergy scores: CSS=38.5, Synergy_ZIP=-9.78, Synergy_Bliss=-1.14, Synergy_Loewe=-4.20, Synergy_HSA=1.74.